Predict the reaction yield, written as a fraction of the theoretical maximum amount of product (1.0 means a 100% yield; for example, 0.34 means a 34% yield). From a dataset of Reaction yield outcomes from USPTO patents with 853,638 reactions. (1) The yield is 0.170. The product is [Cl:1][C:2]1[C:7]([Cl:8])=[CH:6][CH:5]=[CH:4][C:3]=1[C:9]1[CH:10]=[C:11]([CH2:15][CH2:16][NH:17][S:20]([CH2:18][CH3:19])(=[O:22])=[O:21])[CH:12]=[N:13][CH:14]=1. The catalyst is N1C=CC=CC=1.CCOC(C)=O.O. The reactants are [Cl:1][C:2]1[C:7]([Cl:8])=[CH:6][CH:5]=[CH:4][C:3]=1[C:9]1[CH:10]=[C:11]([CH2:15][CH2:16][NH2:17])[CH:12]=[N:13][CH:14]=1.[CH2:18]([S:20](Cl)(=[O:22])=[O:21])[CH3:19]. (2) The yield is 0.150. The catalyst is C(Cl)Cl. The product is [CH3:2][C:3]1([CH3:23])[CH2:7][C:6]2[CH:8]=[CH:9][CH:10]=[C:11]([CH2:12][N:13]3[CH2:14][CH2:15][C:16]4([CH2:20][N:19]([C:24](=[O:31])[C:25]5[CH:30]=[CH:29][N:28]=[CH:27][CH:26]=5)[CH2:18][CH2:17]4)[CH2:21][CH2:22]3)[C:5]=2[O:4]1. The reactants are Cl.[CH3:2][C:3]1([CH3:23])[CH2:7][C:6]2[CH:8]=[CH:9][CH:10]=[C:11]([CH2:12][N:13]3[CH2:22][CH2:21][C:16]4([CH2:20][NH:19][CH2:18][CH2:17]4)[CH2:15][CH2:14]3)[C:5]=2[O:4]1.[C:24](O)(=[O:31])[C:25]1[CH:30]=[CH:29][N:28]=[CH:27][CH:26]=1.CCN=C=NCCCN(C)C.C1C=CC2N(O)N=NC=2C=1.CCN(CC)CC. (3) The reactants are C([O:4][C@@H:5]([C:7]1[N:12]=[C:11]([N:13]2[CH2:22][CH2:21][C:20]3[C:15](=[CH:16][CH:17]=[C:18]([C:23]4[CH:27]=[CH:26][S:25][CH:24]=4)[CH:19]=3)[CH2:14]2)[CH:10]=[CH:9][N:8]=1)[CH3:6])(=O)C.O.[OH-].[Li+]. The catalyst is CO.O1CCCC1.O. The product is [S:25]1[CH:26]=[CH:27][C:23]([C:18]2[CH:19]=[C:20]3[C:15](=[CH:16][CH:17]=2)[CH2:14][N:13]([C:11]2[CH:10]=[CH:9][N:8]=[C:7]([CH:5]([OH:4])[CH3:6])[N:12]=2)[CH2:22][CH2:21]3)=[CH:24]1. The yield is 0.720. (4) The reactants are [C:1]([O:12][CH:13]([CH3:15])[CH3:14])(=[O:11])[C:2]1[C:3](=[CH:7][CH:8]=[CH:9][CH:10]=1)[C:4]([O-:6])=[O:5].[OH-].[K+:17]. The catalyst is CC(O)C. The product is [CH:13]([O:12][C:1](=[O:11])[C:2]1[C:3](=[CH:7][CH:8]=[CH:9][CH:10]=1)[C:4]([O-:6])=[O:5])([CH3:15])[CH3:14].[K+:17]. The yield is 0.800. (5) The reactants are [CH:1]([C:3]1[NH:4][C:5]([CH3:11])=[CH:6][C:7]=1[C:8]([OH:10])=O)=[O:2].[N:12]1([CH2:17][CH2:18][NH2:19])[CH:16]=[CH:15][N:14]=[N:13]1. No catalyst specified. The product is [N:12]1([CH2:17][CH2:18][NH:19][C:8]([C:7]2[CH:6]=[C:5]([CH3:11])[NH:4][C:3]=2[CH:1]=[O:2])=[O:10])[CH:16]=[CH:15][N:14]=[N:13]1. The yield is 0.790. (6) The reactants are Br[C:2]1[CH:7]=[CH:6][C:5]([C:8]2[N:9]([CH2:13][O:14][CH2:15][CH2:16][Si:17]([CH3:20])([CH3:19])[CH3:18])[CH:10]=[CH:11][N:12]=2)=[CH:4][CH:3]=1.[CH3:21][C:22]1([CH3:38])[C:26]([CH3:28])([CH3:27])[O:25][B:24]([B:24]2[O:25][C:26]([CH3:28])([CH3:27])[C:22]([CH3:38])([CH3:21])[O:23]2)[O:23]1.C([O-])(=O)C.[K+]. The catalyst is O1CCOCC1. The product is [CH3:21][C:22]1([CH3:38])[C:26]([CH3:28])([CH3:27])[O:25][B:24]([C:2]2[CH:7]=[CH:6][C:5]([C:8]3[N:9]([CH2:13][O:14][CH2:15][CH2:16][Si:17]([CH3:20])([CH3:19])[CH3:18])[CH:10]=[CH:11][N:12]=3)=[CH:4][CH:3]=2)[O:23]1. The yield is 0.830. (7) The reactants are [Cl-].[Li+].[Cl:3][C:4]1[CH:9]=[CH:8][C:7](I)=[CH:6][N:5]=1.[CH3:11][Si:12](Cl)([CH3:14])[CH3:13].[C:16]1(=[O:21])[CH2:20][CH2:19][CH:18]=[CH:17]1. The catalyst is C1COCC1.[NH4+].[Cl-].CCOC(C)=O.[Cu]I. The product is [Cl:3][C:4]1[CH:9]=[CH:8][C:7]([CH:18]2[CH2:19][CH2:20][C:16]([O:21][Si:12]([CH3:14])([CH3:13])[CH3:11])=[CH:17]2)=[CH:6][N:5]=1. The yield is 0.180.